Dataset: Forward reaction prediction with 1.9M reactions from USPTO patents (1976-2016). Task: Predict the product of the given reaction. The product is: [F:11][C:12]1[CH:17]=[C:16]([CH3:18])[C:15]([S:19][CH2:20][C:21]([F:23])([F:24])[F:22])=[CH:14][C:13]=1[N:25]1[C:29]([C:30]([O:32][CH2:33][CH3:34])=[O:31])=[CH:28][C:27]([OH:35])=[N:26]1. Given the reactants C(O)C.[O-]CC.[Na+].C(O)C.[F:11][C:12]1[CH:17]=[C:16]([CH3:18])[C:15]([S:19][CH2:20][C:21]([F:24])([F:23])[F:22])=[CH:14][C:13]=1[NH:25][NH2:26].[C:27](OCC)(=[O:35])/[CH:28]=[CH:29]\[C:30]([O:32][CH2:33][CH3:34])=[O:31], predict the reaction product.